From a dataset of Reaction yield outcomes from USPTO patents with 853,638 reactions. Predict the reaction yield, written as a fraction of the theoretical maximum amount of product (1.0 means a 100% yield; for example, 0.34 means a 34% yield). (1) The reactants are Br[C:2]1[C:26]([Cl:27])=[CH:25][C:5]([O:6][C:7]2[C:12]([C:13]([N:15]3[C:24]4[C:19](=[CH:20][CH:21]=[CH:22][CH:23]=4)[CH2:18][CH2:17][CH2:16]3)=[O:14])=[CH:11][CH:10]=[CH:9][N:8]=2)=[C:4]([Cl:28])[CH:3]=1.[CH3:29][O:30][C:31](=[O:36])[CH2:32][CH2:33][C:34]#[CH:35].C(N(CC)CC)C. The catalyst is C1COCC1.C1C=CC(/C=C/C(/C=C/C2C=CC=CC=2)=O)=CC=1.C1C=CC(/C=C/C(/C=C/C2C=CC=CC=2)=O)=CC=1.C1C=CC(/C=C/C(/C=C/C2C=CC=CC=2)=O)=CC=1.C(Cl)(Cl)Cl.[Pd].[Pd].[Cu]I. The product is [CH3:29][O:30][C:31](=[O:36])[CH2:32][CH2:33][C:34]#[C:35][C:2]1[CH:3]=[C:4]([Cl:28])[C:5]([O:6][C:7]2[C:12]([C:13]([N:15]3[C:24]4[C:19](=[CH:20][CH:21]=[CH:22][CH:23]=4)[CH2:18][CH2:17][CH2:16]3)=[O:14])=[CH:11][CH:10]=[CH:9][N:8]=2)=[CH:25][C:26]=1[Cl:27]. The yield is 0.0600. (2) The reactants are O([C:9]([O:11][C:12]([CH3:15])([CH3:14])[CH3:13])=[O:10])[C:9]([O:11][C:12]([CH3:15])([CH3:14])[CH3:13])=[O:10].[CH:16]1([S:19][C:20]2[CH:25]=[CH:24][C:23]([N+:26]([O-:28])=[O:27])=[CH:22][C:21]=2[CH2:29][NH:30][CH3:31])[CH2:18][CH2:17]1. The catalyst is C(Cl)Cl. The product is [CH:16]1([S:19][C:20]2[CH:25]=[CH:24][C:23]([N+:26]([O-:28])=[O:27])=[CH:22][C:21]=2[CH2:29][N:30]([CH3:31])[C:9](=[O:10])[O:11][C:12]([CH3:13])([CH3:14])[CH3:15])[CH2:18][CH2:17]1. The yield is 0.930.